From a dataset of Full USPTO retrosynthesis dataset with 1.9M reactions from patents (1976-2016). Predict the reactants needed to synthesize the given product. (1) Given the product [OH:13][C:11]([C:28]1[CH:29]=[CH:30][C:25]([O:24][CH3:23])=[CH:26][CH:27]=1)([CH3:12])[C:10]([N:9]([C:15]1[CH:16]=[CH:17][C:18]([O:21][CH3:22])=[CH:19][CH:20]=1)[C:6]1[CH:7]=[CH:8][C:3]([O:2][CH3:1])=[CH:4][CH:5]=1)=[O:14], predict the reactants needed to synthesize it. The reactants are: [CH3:1][O:2][C:3]1[CH:8]=[CH:7][C:6]([N:9]([C:15]2[CH:20]=[CH:19][C:18]([O:21][CH3:22])=[CH:17][CH:16]=2)[C:10](=[O:14])[C:11](=[O:13])[CH3:12])=[CH:5][CH:4]=1.[CH3:23][O:24][C:25]1[CH:30]=[CH:29][C:28]([Mg]Br)=[CH:27][CH:26]=1. (2) Given the product [CH3:51][O:50][C@H:49]1[O:52][CH2:53][CH2:54][N:1]([C@@H:2]2[C@H:35]([OH:36])[C@H:34]([CH3:37])[O:33][C@@H:4]([O:5][C@@H:6]3[C:23]4[C:10](=[C:11]([OH:28])[C:12]5[C:13](=[O:27])[C:14]6[C:19]([C:20](=[O:25])[C:21]=5[C:22]=4[OH:24])=[C:18]([F:26])[CH:17]=[CH:16][CH:15]=6)[CH2:9][C@:8]([C:30](=[O:32])[CH3:31])([OH:29])[CH2:7]3)[CH2:3]2)[CH2:48]1, predict the reactants needed to synthesize it. The reactants are: [NH2:1][C@@H:2]1[C@H:35]([OH:36])[C@H:34]([CH3:37])[O:33][C@@H:4]([O:5][C@@H:6]2[C:23]3[C:10](=[C:11]([OH:28])[C:12]4[C:13](=[O:27])[C:14]5[C:19]([C:20](=[O:25])[C:21]=4[C:22]=3[OH:24])=[C:18]([F:26])[CH:17]=[CH:16][CH:15]=5)[CH2:9][C@:8]([C:30](=[O:32])[CH3:31])([OH:29])[CH2:7]2)[CH2:3]1.C(N(C(C)C)CC)(C)C.I[CH2:48][C@H:49]([O:52][CH2:53][CH2:54]I)[O:50][CH3:51]. (3) Given the product [CH2:31]([C@:13]12[C:12]3[C:21](=[CH:22][C:9]([OH:8])=[CH:10][CH:11]=3)[CH2:20][CH2:19][C@@H:18]1[CH2:17][C@:16]([C:23]1[CH:24]=[CH:25][N:26]=[CH:27][CH:28]=1)([OH:29])[C@:15]([CH3:34])([OH:30])[CH2:14]2)[CH3:32], predict the reactants needed to synthesize it. The reactants are: [Si]([O:8][C:9]1[CH:22]=[C:21]2[C:12]([C@@:13]3([CH2:31][CH3:32])[C@H:18]([CH2:19][CH2:20]2)[CH2:17][C@@:16]([OH:29])([C:23]2[CH:28]=[CH:27][N:26]=[CH:25][CH:24]=2)[C:15](=[O:30])[CH2:14]3)=[CH:11][CH:10]=1)(C(C)(C)C)(C)C.O1CCC[CH2:34]1. (4) Given the product [Cl:31][C:28]1[CH:29]=[CH:30][C:25]([S:24][C:10]2[C:11]3[C:12]([CH:21]([CH3:23])[CH3:22])=[CH:13][C:14]([S:17]([CH3:20])(=[O:19])=[O:18])=[CH:15][C:16]=3[N:8]3[CH2:7][CH2:6][CH:5]([CH2:4][C:3]([OH:32])=[O:2])[C:9]=23)=[CH:26][CH:27]=1, predict the reactants needed to synthesize it. The reactants are: C[O:2][C:3](=[O:32])[CH2:4][CH:5]1[C:9]2=[C:10]([S:24][C:25]3[CH:30]=[CH:29][C:28]([Cl:31])=[CH:27][CH:26]=3)[C:11]3[C:12]([CH:21]([CH3:23])[CH3:22])=[CH:13][C:14]([S:17]([CH3:20])(=[O:19])=[O:18])=[CH:15][C:16]=3[N:8]2[CH2:7][CH2:6]1.[Li+].[OH-].CC(O)=O. (5) Given the product [CH3:1][C:2]1[CH:7]=[CH:6][CH:5]=[CH:4][C:3]=1[C:8]1[CH:9]=[C:10]2[C:15](=[CH:16][CH:17]=1)[C:14]([CH3:19])([CH3:18])[C:13](=[O:20])[C:12]([C:21]([NH:23][CH2:24][C:25]([OH:27])=[O:26])=[O:22])=[C:11]2[OH:32], predict the reactants needed to synthesize it. The reactants are: [CH3:1][C:2]1[CH:7]=[CH:6][CH:5]=[CH:4][C:3]=1[C:8]1[CH:9]=[C:10]2[C:15](=[CH:16][CH:17]=1)[C:14]([CH3:19])([CH3:18])[C:13](=[O:20])[C:12]([C:21]([NH:23][CH2:24][C:25]([O:27]C(C)(C)C)=[O:26])=[O:22])=[C:11]2[OH:32]. (6) Given the product [CH3:1][N:2]1[CH2:7][CH:6]2[CH2:8][CH:3]1[CH2:4][N:5]2[C:10]1[CH:15]=[CH:14][C:13]([N+:16]([O-:18])=[O:17])=[CH:12][CH:11]=1, predict the reactants needed to synthesize it. The reactants are: [CH3:1][N:2]1[CH2:7][CH:6]2[CH2:8][CH:3]1[CH2:4][NH:5]2.F[C:10]1[CH:15]=[CH:14][C:13]([N+:16]([O-:18])=[O:17])=[CH:12][CH:11]=1.C(N(CC)C(C)C)(C)C. (7) Given the product [OH:8][C:4]1[C:19](=[O:21])[NH:3][CH2:7][CH2:6][C:5]=1[C:10]([O:12][CH2:13][CH3:14])=[O:11], predict the reactants needed to synthesize it. The reactants are: [H-].[K+].[NH:3]1[CH2:7][CH2:6][CH2:5][C:4]1=[O:8].[C:10]([O:12][CH2:13][CH3:14])(=[O:11])[C:10]([O:12][CH2:13][CH3:14])=[O:11].[CH2:19]([OH:21])C.